This data is from NCI-60 drug combinations with 297,098 pairs across 59 cell lines. The task is: Regression. Given two drug SMILES strings and cell line genomic features, predict the synergy score measuring deviation from expected non-interaction effect. (1) Drug 1: COC1=NC(=NC2=C1N=CN2C3C(C(C(O3)CO)O)O)N. Drug 2: CC1C(C(CC(O1)OC2CC(CC3=C2C(=C4C(=C3O)C(=O)C5=CC=CC=C5C4=O)O)(C(=O)C)O)N)O. Cell line: MDA-MB-435. Synergy scores: CSS=57.7, Synergy_ZIP=-2.63, Synergy_Bliss=-2.26, Synergy_Loewe=-2.76, Synergy_HSA=0.710. (2) Drug 1: CC1=C2C(C(=O)C3(C(CC4C(C3C(C(C2(C)C)(CC1OC(=O)C(C(C5=CC=CC=C5)NC(=O)C6=CC=CC=C6)O)O)OC(=O)C7=CC=CC=C7)(CO4)OC(=O)C)O)C)OC(=O)C. Drug 2: CC1(CCCN1)C2=NC3=C(C=CC=C3N2)C(=O)N. Cell line: HT29. Synergy scores: CSS=52.5, Synergy_ZIP=2.67, Synergy_Bliss=0.636, Synergy_Loewe=-37.4, Synergy_HSA=-1.14. (3) Drug 1: CC12CCC3C(C1CCC2=O)CC(=C)C4=CC(=O)C=CC34C. Drug 2: CC1C(C(=O)NC(C(=O)N2CCCC2C(=O)N(CC(=O)N(C(C(=O)O1)C(C)C)C)C)C(C)C)NC(=O)C3=C4C(=C(C=C3)C)OC5=C(C(=O)C(=C(C5=N4)C(=O)NC6C(OC(=O)C(N(C(=O)CN(C(=O)C7CCCN7C(=O)C(NC6=O)C(C)C)C)C)C(C)C)C)N)C. Cell line: NCI/ADR-RES. Synergy scores: CSS=49.1, Synergy_ZIP=2.44, Synergy_Bliss=-0.799, Synergy_Loewe=-0.574, Synergy_HSA=-1.09.